This data is from NCI-60 drug combinations with 297,098 pairs across 59 cell lines. The task is: Regression. Given two drug SMILES strings and cell line genomic features, predict the synergy score measuring deviation from expected non-interaction effect. (1) Drug 1: C1=CN(C=N1)CC(O)(P(=O)(O)O)P(=O)(O)O. Drug 2: CC1CCCC2(C(O2)CC(NC(=O)CC(C(C(=O)C(C1O)C)(C)C)O)C(=CC3=CSC(=N3)C)C)C. Cell line: 786-0. Synergy scores: CSS=33.5, Synergy_ZIP=-0.867, Synergy_Bliss=-0.236, Synergy_Loewe=-27.5, Synergy_HSA=-0.870. (2) Drug 1: CC1=CC2C(CCC3(C2CCC3(C(=O)C)OC(=O)C)C)C4(C1=CC(=O)CC4)C. Drug 2: CCC1(CC2CC(C3=C(CCN(C2)C1)C4=CC=CC=C4N3)(C5=C(C=C6C(=C5)C78CCN9C7C(C=CC9)(C(C(C8N6C)(C(=O)OC)O)OC(=O)C)CC)OC)C(=O)OC)O.OS(=O)(=O)O. Cell line: OVCAR-8. Synergy scores: CSS=6.89, Synergy_ZIP=-8.43, Synergy_Bliss=-13.1, Synergy_Loewe=-50.1, Synergy_HSA=-14.2. (3) Drug 1: C1CC(CNC1)C2=CC=C(C=C2)N3C=C4C=CC=C(C4=N3)C(=O)N. Drug 2: C1CCC(C(C1)[NH-])[NH-].C(=O)(C(=O)[O-])[O-].[Pt+4]. Cell line: NCIH23. Synergy scores: CSS=55.5, Synergy_ZIP=-4.80, Synergy_Bliss=-5.91, Synergy_Loewe=-6.37, Synergy_HSA=-0.649. (4) Drug 1: CC1=C(C(CCC1)(C)C)C=CC(=CC=CC(=CC(=O)O)C)C. Drug 2: B(C(CC(C)C)NC(=O)C(CC1=CC=CC=C1)NC(=O)C2=NC=CN=C2)(O)O. Cell line: M14. Synergy scores: CSS=53.9, Synergy_ZIP=-6.72, Synergy_Bliss=-7.96, Synergy_Loewe=-23.4, Synergy_HSA=-4.95. (5) Drug 1: COC1=C(C=C2C(=C1)N=CN=C2NC3=CC(=C(C=C3)F)Cl)OCCCN4CCOCC4. Drug 2: CC1OCC2C(O1)C(C(C(O2)OC3C4COC(=O)C4C(C5=CC6=C(C=C35)OCO6)C7=CC(=C(C(=C7)OC)O)OC)O)O. Cell line: NCIH23. Synergy scores: CSS=58.6, Synergy_ZIP=1.79, Synergy_Bliss=1.43, Synergy_Loewe=3.81, Synergy_HSA=5.60. (6) Synergy scores: CSS=-9.96, Synergy_ZIP=7.11, Synergy_Bliss=2.78, Synergy_Loewe=-10.5, Synergy_HSA=-8.13. Drug 2: CN1CCC(CC1)COC2=C(C=C3C(=C2)N=CN=C3NC4=C(C=C(C=C4)Br)F)OC. Cell line: COLO 205. Drug 1: CC1=C(C=C(C=C1)NC2=NC=CC(=N2)N(C)C3=CC4=NN(C(=C4C=C3)C)C)S(=O)(=O)N.Cl.